Predict the reaction yield, written as a fraction of the theoretical maximum amount of product (1.0 means a 100% yield; for example, 0.34 means a 34% yield). From a dataset of Reaction yield outcomes from USPTO patents with 853,638 reactions. (1) The reactants are [N+:1]([C:4]1[CH:9]=[CH:8][C:7]([C:10](=O)[CH3:11])=[CH:6][CH:5]=1)([O-:3])=[O:2].CO[CH:15](OC)[NH2:16].O.[NH2:20]N. The catalyst is CN(C)C=O. The product is [N+:1]([C:4]1[CH:9]=[CH:8][C:7]([C:10]2[NH:20][N:16]=[CH:15][CH:11]=2)=[CH:6][CH:5]=1)([O-:3])=[O:2]. The yield is 0.980. (2) The reactants are [F:1][C:2]1[CH:3]=[C:4]([C:8]2([CH2:14][CH2:15][N:16]3[C@H:21]4[CH2:22][CH2:23][C@@H:17]3[CH2:18][CH:19]([N:24]3[C:28]5[CH:29]=[CH:30][CH:31]=[CH:32][C:27]=5[N:26]=[C:25]3[CH3:33])[CH2:20]4)[CH2:13][CH2:12][NH:11][CH2:10][CH2:9]2)[CH:5]=[CH:6][CH:7]=1.[Cl:34][C:35]1[CH:43]=[C:42]([F:44])[C:41]([S:45]([NH:48][CH2:49][CH3:50])(=[O:47])=[O:46])=[CH:40][C:36]=1[C:37](O)=[O:38].CN(C(ON1N=NC2C=CC=NC1=2)=[N+](C)C)C.F[P-](F)(F)(F)(F)F. No catalyst specified. The product is [Cl:34][C:35]1[C:36]([C:37]([N:11]2[CH2:10][CH2:9][C:8]([C:4]3[CH:5]=[CH:6][CH:7]=[C:2]([F:1])[CH:3]=3)([CH2:14][CH2:15][N:16]3[C@H:21]4[CH2:22][CH2:23][C@@H:17]3[CH2:18][CH:19]([N:24]3[C:28]5[CH:29]=[CH:30][CH:31]=[CH:32][C:27]=5[N:26]=[C:25]3[CH3:33])[CH2:20]4)[CH2:13][CH2:12]2)=[O:38])=[CH:40][C:41]([S:45]([NH:48][CH2:49][CH3:50])(=[O:46])=[O:47])=[C:42]([F:44])[CH:43]=1. The yield is 0.440. (3) The reactants are [Cl:1][C:2]1[C:7]([Cl:8])=[CH:6][CH:5]=[CH:4][C:3]=1/[CH:9]=[CH:10]/[C:11](O)=[O:12].C(N(CC)CC)C.ClC(OCC(C)C)=O.[BH4-].[Na+]. The catalyst is C1COCC1. The product is [Cl:1][C:2]1[C:7]([Cl:8])=[CH:6][CH:5]=[CH:4][C:3]=1/[CH:9]=[CH:10]/[CH2:11][OH:12]. The yield is 0.980. (4) The reactants are [NH2:1][C:2]1[S:3][C:4]2[C:10]([N:11]3[CH2:16][CH2:15][O:14][CH2:13][CH2:12]3)=[CH:9][CH:8]=[C:7]([O:17][CH3:18])[C:5]=2[N:6]=1.C(N(C(C)C)C(C)C)C.[O:28]1[CH2:33][CH2:32][CH:31]([C:34](Cl)=[O:35])[CH2:30][CH2:29]1.CO. The catalyst is O1CCCC1. The product is [CH3:18][O:17][C:7]1[C:5]2[N:6]=[C:2]([NH:1][C:34]([CH:31]3[CH2:32][CH2:33][O:28][CH2:29][CH2:30]3)=[O:35])[S:3][C:4]=2[C:10]([N:11]2[CH2:16][CH2:15][O:14][CH2:13][CH2:12]2)=[CH:9][CH:8]=1. The yield is 0.760. (5) The reactants are [CH3:1][O:2][C@@H:3]([C@@H:33]([N:38]([CH3:46])[C:39](=[O:45])[C@H:40]([CH:42]([CH3:44])[CH3:43])[NH2:41])[C@@H:34]([CH3:37])[CH2:35][CH3:36])[CH2:4][C:5]([N:7]1[CH2:11][CH2:10][CH2:9][C@H:8]1[C@H:12]([O:31][CH3:32])[C@@H:13]([CH3:30])[C:14](=[O:29])[NH:15][C@H:16]([C:24]1[S:25][CH:26]=[CH:27][N:28]=1)[CH2:17][C:18]1[CH:23]=[CH:22][CH:21]=[CH:20][CH:19]=1)=[O:6].CN([P+](Br)(N(C)C)N(C)C)C.F[P-](F)(F)(F)(F)F.C(N(C(C)C)CC)(C)C.[NH2:74][C:75]1([C:81](O)=[O:82])[CH2:80][CH2:79][CH2:78][CH2:77][CH2:76]1. The product is [NH2:74][C:75]1([C:81]([NH:41][C@@H:40]([CH:42]([CH3:44])[CH3:43])[C:39]([N:38]([C@@H:33]([C@@H:34]([CH3:37])[CH2:35][CH3:36])[C@H:3]([O:2][CH3:1])[CH2:4][C:5]([N:7]2[CH2:11][CH2:10][CH2:9][C@H:8]2[C@H:12]([O:31][CH3:32])[C@@H:13]([CH3:30])[C:14](=[O:29])[NH:15][C@H:16]([C:24]2[S:25][CH:26]=[CH:27][N:28]=2)[CH2:17][C:18]2[CH:19]=[CH:20][CH:21]=[CH:22][CH:23]=2)=[O:6])[CH3:46])=[O:45])=[O:82])[CH2:80][CH2:79][CH2:78][CH2:77][CH2:76]1. The catalyst is ClCCl. The yield is 0.350. (6) The reactants are [F:1][C:2]1[CH:3]=[C:4]([CH:7]=[CH:8][CH:9]=1)[CH:5]=[O:6].[C:10]([O:14][CH3:15])(=[O:13])[CH:11]=[CH2:12].[C-]#N.[K+].O. The catalyst is CN(C)C=O. The product is [CH3:15][O:14][C:10](=[O:13])[CH2:11][CH2:12][C:5]([C:4]1[CH:7]=[CH:8][CH:9]=[C:2]([F:1])[CH:3]=1)=[O:6]. The yield is 0.849. (7) The reactants are Cl[C:2]1[N:7]=[C:6]([C:8]2[CH:17]=[CH:16][C:15]3[C:10](=[CH:11][CH:12]=[CH:13][CH:14]=3)[CH:9]=2)[CH:5]=[CH:4][N:3]=1.C([O-])([O-])=O.[K+].[K+].[CH2:24](C([Sn])=C(CCCC)CCCC)[CH2:25]CC. The catalyst is CN(C=O)C.[Cl-].C([N+](CC)(CC)CC)C. The product is [CH:9]1[C:10]2[C:15](=[CH:14][CH:13]=[CH:12][CH:11]=2)[CH:16]=[CH:17][C:8]=1[C:6]1[CH:5]=[CH:4][N:3]=[C:2]([CH:24]=[CH2:25])[N:7]=1. The yield is 0.860. (8) The reactants are [C:1]1([N:7]2[CH2:11][CH2:10][CH2:9][CH2:8]2)[CH:6]=[CH:5][CH:4]=[CH:3][CH:2]=1.[S:12]([Cl:16])(=O)(=[O:14])[OH:13]. No catalyst specified. The product is [N:7]1([C:1]2[CH:6]=[C:5]([S:12]([Cl:16])(=[O:14])=[O:13])[CH:4]=[CH:3][CH:2]=2)[CH2:11][CH2:10][CH2:9][CH2:8]1. The yield is 0.0700. (9) The product is [CH2:1]([O:8][CH2:9][CH2:10][O:11][C:12]1[CH:19]=[CH:18][C:15]([CH:16]=[O:17])=[CH:14][C:13]=1[O:20][C:21]([CH3:24])([CH3:23])[CH3:22])[C:2]1[CH:3]=[CH:4][CH:5]=[CH:6][CH:7]=1. The catalyst is C1(C)C=CC=CC=1.ClCCl. The reactants are [CH2:1]([O:8][CH2:9][CH2:10][O:11][C:12]1[CH:19]=[CH:18][C:15]([CH:16]=[O:17])=[CH:14][C:13]=1[OH:20])[C:2]1[CH:7]=[CH:6][CH:5]=[CH:4][CH:3]=1.[C:21](OC(O[C:21]([CH3:24])([CH3:23])[CH3:22])N(C)C)([CH3:24])([CH3:23])[CH3:22]. The yield is 0.430.